From a dataset of Catalyst prediction with 721,799 reactions and 888 catalyst types from USPTO. Predict which catalyst facilitates the given reaction. (1) Reactant: [NH2:1][C:2]1[NH:3][C:4](=[O:40])[C:5]2[S:10][C:9](=[O:11])[N:8]([C@H:12]3[C@H:16]([C:17]([F:20])([CH3:19])[CH3:18])[CH2:15][C@@H:14]([CH2:21][O:22][Si](C(C)(C)C)(C4C=CC=CC=4)C4C=CC=CC=4)[O:13]3)[C:6]=2[N:7]=1.[NH4+].[F-]. Product: [NH2:1][C:2]1[NH:3][C:4](=[O:40])[C:5]2[S:10][C:9](=[O:11])[N:8]([C@H:12]3[C@H:16]([C:17]([F:20])([CH3:19])[CH3:18])[CH2:15][C@@H:14]([CH2:21][OH:22])[O:13]3)[C:6]=2[N:7]=1. The catalyst class is: 5. (2) The catalyst class is: 22. Reactant: [CH2:1]([C:3]1[N:4]([CH2:16][CH2:17][O:18][CH2:19][CH2:20][NH:21][C:22](=[O:28])[O:23][C:24]([CH3:27])([CH3:26])[CH3:25])[C:5]2[C:14]3[CH:13]=[CH:12][CH:11]=[CH:10][C:9]=3[N:8]=[CH:7][C:6]=2[N:15]=1)[CH3:2].ClC1C=C(C=CC=1)C(OO)=[O:34].O. Product: [CH2:1]([C:3]1[N:4]([CH2:16][CH2:17][O:18][CH2:19][CH2:20][NH:21][C:22](=[O:28])[O:23][C:24]([CH3:27])([CH3:26])[CH3:25])[C:5]2[C:14]3[CH:13]=[CH:12][CH:11]=[CH:10][C:9]=3[N+:8]([O-:34])=[CH:7][C:6]=2[N:15]=1)[CH3:2]. (3) Reactant: C[O:2][C:3]1[CH:11]=[C:10]2[C:6]([CH:7]=[N:8][NH:9]2)=[CH:5][C:4]=1[N+:12]([O-:14])=[O:13].ClCCl.[Cl-].[Cl-].[Cl-].[Al+3].O. Product: [N+:12]([C:4]1[CH:5]=[C:6]2[C:10](=[CH:11][C:3]=1[OH:2])[NH:9][N:8]=[CH:7]2)([O-:14])=[O:13]. The catalyst class is: 5. (4) Reactant: C[CH:2]([CH3:14])[CH2:3][CH2:4][O:5][C:6]1[N:11]=[C:10]([NH2:12])[N:9]=[C:8]([NH2:13])[CH:7]=1.[N:15]([O-:17])=O.[Na+].[C:19](O)(=O)C. Product: [N:15]([C:7]1[C:8]([NH2:13])=[N:9][C:10]([NH2:12])=[N:11][C:6]=1[O:5][CH2:4][CH:3]([CH3:19])[CH2:2][CH3:14])=[O:17]. The catalyst class is: 6. (5) Reactant: Br[C:2]1[CH:10]=[C:9]([N:11]([C:13]([O:15][C:16]([CH3:19])([CH3:18])[CH3:17])=[O:14])[CH3:12])[C:8]([O:20][CH3:21])=[C:7]2[C:3]=1[C:4]1[CH:32]=[C:31]([CH3:33])[CH:30]=[N:29][C:5]=1[N:6]2[C:22]([O:24][C:25]([CH3:28])([CH3:27])[CH3:26])=[O:23].[CH2:34]([S:36]([C:39]1[CH:40]=[C:41](B(O)O)[CH:42]=[CH:43][CH:44]=1)(=[O:38])=[O:37])[CH3:35].O1CCOCC1.C([O-])([O-])=O.[K+].[K+]. Product: [C:16]([O:15][C:13]([N:11]([CH3:12])[C:9]1[C:8]([O:20][CH3:21])=[C:7]2[C:3]([C:4]3[CH:32]=[C:31]([CH3:33])[CH:30]=[N:29][C:5]=3[N:6]2[C:22]([O:24][C:25]([CH3:28])([CH3:26])[CH3:27])=[O:23])=[C:2]([C:41]2[CH:42]=[CH:43][CH:44]=[C:39]([S:36]([CH2:34][CH3:35])(=[O:37])=[O:38])[CH:40]=2)[CH:10]=1)=[O:14])([CH3:18])([CH3:19])[CH3:17]. The catalyst class is: 518.